Task: Predict the reaction yield, written as a fraction of the theoretical maximum amount of product (1.0 means a 100% yield; for example, 0.34 means a 34% yield).. Dataset: Reaction yield outcomes from USPTO patents with 853,638 reactions (1) The reactants are [CH2:1]([O:8][C:9]([NH:11][C@H:12]1[CH2:16][CH2:15][N:14]([C@H:17]2[CH2:22][CH2:21][C@@H:20]([NH:23][C:24]([CH3:27])([CH3:26])[CH3:25])[CH2:19][C@H:18]2[C:28]([O:30][CH3:31])=[O:29])[C:13]1=[O:32])=[O:10])[C:2]1[CH:7]=[CH:6][CH:5]=[CH:4][CH:3]=1.C=O.[BH-](OC(C)=O)(OC(C)=O)O[C:37](C)=O.[Na+]. The catalyst is C(Cl)Cl. The product is [CH2:1]([O:8][C:9]([NH:11][C@H:12]1[CH2:16][CH2:15][N:14]([C@H:17]2[CH2:22][CH2:21][C@@H:20]([N:23]([C:24]([CH3:27])([CH3:26])[CH3:25])[CH3:37])[CH2:19][C@H:18]2[C:28]([O:30][CH3:31])=[O:29])[C:13]1=[O:32])=[O:10])[C:2]1[CH:7]=[CH:6][CH:5]=[CH:4][CH:3]=1. The yield is 0.700. (2) The reactants are [C@@H:1]12[CH2:7][NH:6][C@@H:5]1[CH2:4][N:3]([C:8]([O:10][CH2:11][C:12]1[CH:17]=[CH:16][CH:15]=[CH:14][CH:13]=1)=[O:9])[CH2:2]2.Br[C:19]1[CH:20]=[N:21][CH:22]=[CH:23][CH:24]=1. No catalyst specified. The product is [N:21]1[CH:22]=[CH:23][CH:24]=[C:19]([N:6]2[CH2:7][C@@H:1]3[C@H:5]2[CH2:4][N:3]([C:8]([O:10][CH2:11][C:12]2[CH:17]=[CH:16][CH:15]=[CH:14][CH:13]=2)=[O:9])[CH2:2]3)[CH:20]=1. The yield is 0.610. (3) The reactants are [ClH:1].[CH2:2]([C:7]1[N:8]=[C:9]([NH2:12])[NH:10][CH:11]=1)[CH2:3][CH2:4][C:5]#[CH:6].[N:13]([CH2:16][CH2:17][C:18]1[CH:22]=[CH:21][S:20][CH:19]=1)=[N+:14]=[N-:15]. No catalyst specified. The product is [ClH:1].[S:20]1[CH:21]=[CH:22][C:18]([CH2:17][CH2:16][N:13]2[CH:6]=[C:5]([CH2:4][CH2:3][CH2:2][C:7]3[N:8]=[C:9]([NH2:12])[NH:10][CH:11]=3)[N:15]=[N:14]2)=[CH:19]1. The yield is 0.410. (4) The reactants are [NH2:1][CH2:2][CH2:3][CH2:4][OH:5].Cl[C:7]([O:9][CH2:10][C:11]1[CH:16]=[CH:15][CH:14]=[CH:13][CH:12]=1)=[O:8]. The catalyst is C(Cl)Cl. The product is [CH2:10]([O:9][C:7]([NH:1][CH2:2][CH2:3][CH2:4][OH:5])=[O:8])[C:11]1[CH:16]=[CH:15][CH:14]=[CH:13][CH:12]=1. The yield is 0.970. (5) The reactants are Cl[C:2]1[N:3]=[C:4]([NH:16][CH2:17][CH3:18])[C:5]2[N:11]=[C:10](Cl)[N:9]=[C:8]([NH:13][CH2:14][CH3:15])[C:6]=2[N:7]=1.[CH2:19]([NH2:22])[CH2:20][CH3:21]. The catalyst is C(O)CCC. The product is [CH2:17]([NH:16][C:4]1[C:5]2[N:11]=[C:10]([NH:3][CH2:4][CH2:5][CH3:6])[N:9]=[C:8]([NH:13][CH2:14][CH3:15])[C:6]=2[N:7]=[C:2]([NH:22][CH2:19][CH2:20][CH3:21])[N:3]=1)[CH3:18]. The yield is 0.780.